From a dataset of Rat liver microsome stability data. Regression/Classification. Given a drug SMILES string, predict its absorption, distribution, metabolism, or excretion properties. Task type varies by dataset: regression for continuous measurements (e.g., permeability, clearance, half-life) or binary classification for categorical outcomes (e.g., BBB penetration, CYP inhibition). Dataset: rlm. (1) The molecule is Fc1ccc(N2CCN(CCCc3c[nH]c4ccc(F)cc34)CC2)c(-c2cn[nH]c2)c1. The result is 1 (stable in rat liver microsomes). (2) The drug is O=C(O)c1ccnc(-c2cc(C(=O)NCCc3ccccc3)ccn2)c1. The result is 0 (unstable in rat liver microsomes). (3) The molecule is N#CC(=Cc1cc(O)c(O)c([N+](=O)[O-])c1)c1cnccn1. The result is 0 (unstable in rat liver microsomes). (4) The molecule is Cc1c2c(n3c1CCCN1CCC[C@@H]1CNc1cc-3ccc1C(N)=O)CC(C)(C)CC2=O. The result is 1 (stable in rat liver microsomes).